From a dataset of Forward reaction prediction with 1.9M reactions from USPTO patents (1976-2016). Predict the product of the given reaction. (1) Given the reactants Cl[C:2]1[CH:7]=[C:6]([C:8]2[CH:13]=[CH:12][CH:11]=[C:10]([Cl:14])[C:9]=2[Cl:15])[N:5]=[C:4]([NH2:16])[N:3]=1.[NH2:17][CH:18]1[CH2:23][CH2:22][N:21]([C:24]([O:26][CH2:27][CH3:28])=[O:25])[CH2:20][CH2:19]1, predict the reaction product. The product is: [NH2:16][C:4]1[N:3]=[C:2]([NH:17][CH:18]2[CH2:19][CH2:20][N:21]([C:24]([O:26][CH2:27][CH3:28])=[O:25])[CH2:22][CH2:23]2)[CH:7]=[C:6]([C:8]2[CH:13]=[CH:12][CH:11]=[C:10]([Cl:14])[C:9]=2[Cl:15])[N:5]=1. (2) Given the reactants [CH3:1][C:2]([CH3:9])([CH:7]=O)[C:3]([O:5][CH3:6])=[O:4].S(=O)(O)[O-].[Na+].[OH-].[NH4+:16].[C-:17]#[N:18].[K+], predict the reaction product. The product is: [NH2:16][CH:7]([C:17]#[N:18])[C:2]([CH3:1])([CH3:9])[C:3]([O:5][CH3:6])=[O:4]. (3) Given the reactants [C:1]([O:4][CH2:5][CH:6]=[CH:7][CH:8]([CH3:20])[CH2:9][CH2:10][CH2:11][CH:12]([CH3:19])[CH2:13][CH2:14][CH2:15][CH:16]([CH3:18])[CH3:17])(=[O:3])[CH3:2], predict the reaction product. The product is: [C:1]([O:4][CH2:5][CH2:6][CH2:7][CH:8]([CH3:20])[CH2:9][CH2:10][CH2:11][CH:12]([CH3:19])[CH2:13][CH2:14][CH2:15][CH:16]([CH3:18])[CH3:17])(=[O:3])[CH3:2]. (4) Given the reactants [OH-].[Na+].C[O:4][C:5](=[O:40])[CH2:6][C:7]1[CH:12]=[CH:11][C:10]([C:13]2[CH:18]=[CH:17][C:16]([C:19]([CH2:37][CH3:38])([C:22]3[CH:27]=[CH:26][C:25]([O:28][CH2:29][CH:30]([OH:35])[C:31]([CH3:34])([CH3:33])[CH3:32])=[C:24]([CH3:36])[CH:23]=3)[CH2:20][CH3:21])=[CH:15][C:14]=2[CH3:39])=[CH:9][CH:8]=1.Cl, predict the reaction product. The product is: [CH2:20]([C:19]([C:16]1[CH:17]=[CH:18][C:13]([C:10]2[CH:11]=[CH:12][C:7]([CH2:6][C:5]([OH:40])=[O:4])=[CH:8][CH:9]=2)=[C:14]([CH3:39])[CH:15]=1)([C:22]1[CH:27]=[CH:26][C:25]([O:28][CH2:29][CH:30]([OH:35])[C:31]([CH3:33])([CH3:34])[CH3:32])=[C:24]([CH3:36])[CH:23]=1)[CH2:37][CH3:38])[CH3:21]. (5) Given the reactants [C:1]([O:5][C:6](=[O:17])[CH:7]([N:9]1[CH:13]=[CH:12][C:11]([N+:14]([O-])=O)=[N:10]1)[CH3:8])([CH3:4])([CH3:3])[CH3:2].[H][H], predict the reaction product. The product is: [C:1]([O:5][C:6](=[O:17])[CH:7]([N:9]1[CH:13]=[CH:12][C:11]([NH2:14])=[N:10]1)[CH3:8])([CH3:2])([CH3:3])[CH3:4]. (6) Given the reactants [H-].[Na+].[Cl:3][C:4]1[CH:5]=[C:6]([S:11]([N:14]2[CH2:18][CH2:17][CH2:16][CH:15]2[C:19]([NH:21][C:22]2[CH:27]=[CH:26][CH:25]=[CH:24][CH:23]=2)=[O:20])(=[O:13])=[O:12])[CH:7]=[CH:8][C:9]=1[CH3:10].Cl[CH2:29][N:30]1[C:34]2[CH:35]=[CH:36][CH:37]=[CH:38][C:33]=2[N:32]=[N:31]1, predict the reaction product. The product is: [N:30]1([CH2:29][N:21]([C:22]2[CH:27]=[CH:26][CH:25]=[CH:24][CH:23]=2)[C:19]([CH:15]2[CH2:16][CH2:17][CH2:18][N:14]2[S:11]([C:6]2[CH:7]=[CH:8][C:9]([CH3:10])=[C:4]([Cl:3])[CH:5]=2)(=[O:13])=[O:12])=[O:20])[C:34]2[CH:35]=[CH:36][CH:37]=[CH:38][C:33]=2[N:32]=[N:31]1.